Predict the product of the given reaction. From a dataset of Forward reaction prediction with 1.9M reactions from USPTO patents (1976-2016). Given the reactants O.[OH-].[Li+].C([O:6][C:7]([C:9]1[N:10]=[C:11]([CH:14]([NH:16][C:17](=[O:23])[O:18][C:19]([CH3:22])([CH3:21])[CH3:20])[CH3:15])[S:12][CH:13]=1)=[O:8])C, predict the reaction product. The product is: [C:7]([C:9]1[N:10]=[C:11]([CH:14]([NH:16][C:17](=[O:23])[O:18][C:19]([CH3:22])([CH3:21])[CH3:20])[CH3:15])[S:12][CH:13]=1)([OH:8])=[O:6].